Dataset: Forward reaction prediction with 1.9M reactions from USPTO patents (1976-2016). Task: Predict the product of the given reaction. (1) Given the reactants [CH:1]([C:3]1[CH:4]=[C:5]([C:9]2[CH:10]=[C:11]3[C:15](=[C:16]([C:18]([NH2:20])=[O:19])[CH:17]=2)[NH:14][CH:13]=[C:12]3[CH:21]2[CH2:26][CH2:25][N:24]([S:27]([CH2:30][CH2:31][CH2:32][N:33]3[CH2:37][CH2:36][CH2:35][CH2:34]3)(=[O:29])=[O:28])[CH2:23][CH2:22]2)[CH:6]=[CH:7][CH:8]=1)=O.[CH2:38]([NH2:40])[CH3:39].C1COCC1.[BH4-].[Na+], predict the reaction product. The product is: [CH2:38]([NH:40][CH2:1][C:3]1[CH:4]=[C:5]([C:9]2[CH:10]=[C:11]3[C:15](=[C:16]([C:18]([NH2:20])=[O:19])[CH:17]=2)[NH:14][CH:13]=[C:12]3[CH:21]2[CH2:26][CH2:25][N:24]([S:27]([CH2:30][CH2:31][CH2:32][N:33]3[CH2:34][CH2:35][CH2:36][CH2:37]3)(=[O:29])=[O:28])[CH2:23][CH2:22]2)[CH:6]=[CH:7][CH:8]=1)[CH3:39]. (2) Given the reactants [NH2:1][C:2]1[CH:3]=[C:4]2[C:20](=[O:21])[NH:19][N:18]=[CH:17][C:6]3=[C:7]([C:11]4[CH:16]=[CH:15][CH:14]=[CH:13][CH:12]=4)[NH:8][C:9]([CH:10]=1)=[C:5]23.[CH3:22][C:23]([O:26][C:27]([NH:29][C@H:30]([C:34]1[CH:39]=[CH:38][C:37]([OH:40])=[CH:36][CH:35]=1)[C:31](O)=[O:32])=[O:28])([CH3:25])[CH3:24].C(N(CC)CC)C.F[P-](F)(F)(F)(F)F.N1(OC(N(C)C)=[N+](C)C)C2N=CC=CC=2N=N1, predict the reaction product. The product is: [OH:40][C:37]1[CH:38]=[CH:39][C:34]([C@@H:30]([NH:29][C:27](=[O:28])[O:26][C:23]([CH3:24])([CH3:22])[CH3:25])[C:31](=[O:32])[NH:1][C:2]2[CH:3]=[C:4]3[C:20](=[O:21])[NH:19][N:18]=[CH:17][C:6]4=[C:7]([C:11]5[CH:12]=[CH:13][CH:14]=[CH:15][CH:16]=5)[NH:8][C:9]([CH:10]=2)=[C:5]34)=[CH:35][CH:36]=1.